Task: Predict the product of the given reaction.. Dataset: Forward reaction prediction with 1.9M reactions from USPTO patents (1976-2016) Given the reactants N1C=CC=CC=1.C([O:10][C@@H:11]([C@@H:15]([NH:23][C:24](=[O:36])[C:25]1[CH:30]=[CH:29][CH:28]=[C:27]([O:31]C(=O)C)[C:26]=1[CH3:35])[CH2:16][C:17]1[CH:22]=[CH:21][CH:20]=[CH:19][CH:18]=1)[C:12](O)=[O:13])(=O)C.O=S(Cl)Cl.[F:41][C:42]([F:57])([F:56])[CH2:43][NH:44][C:45]([C@@H:47]1[C:51]([CH3:53])([CH3:52])[C:50]([F:55])([F:54])[CH2:49][NH:48]1)=[O:46].Cl.[OH-].[K+].C([O-])([O-])=O.[K+].[K+], predict the reaction product. The product is: [F:55][C:50]1([F:54])[CH2:49][N:48]([C:12](=[O:13])[C@@H:11]([OH:10])[C@@H:15]([NH:23][C:24](=[O:36])[C:25]2[CH:30]=[CH:29][CH:28]=[C:27]([OH:31])[C:26]=2[CH3:35])[CH2:16][C:17]2[CH:18]=[CH:19][CH:20]=[CH:21][CH:22]=2)[C@H:47]([C:45]([NH:44][CH2:43][C:42]([F:41])([F:56])[F:57])=[O:46])[C:51]1([CH3:52])[CH3:53].